From a dataset of Forward reaction prediction with 1.9M reactions from USPTO patents (1976-2016). Predict the product of the given reaction. (1) Given the reactants [Cl:1][C:2]1[C:3]([C:8]2[N:12]([CH2:13][C:14]([F:17])([F:16])[F:15])[N:11]=[CH:10][C:9]=2[C:18]2[O:23][C:22](=[O:24])[C:21]3[CH:25]=[C:26](/[CH:30]=[N:31]/[O:32][CH3:33])[CH:27]=[C:28]([CH3:29])[C:20]=3[N:19]=2)=[N:4][CH:5]=[CH:6][CH:7]=1.[CH3:34][NH2:35], predict the reaction product. The product is: [Cl:1][C:2]1[C:3]([C:8]2[N:12]([CH2:13][C:14]([F:15])([F:16])[F:17])[N:11]=[CH:10][C:9]=2[C:18]([NH:19][C:20]2[C:21]([C:22](=[O:24])[NH:35][CH3:34])=[CH:25][C:26](/[CH:30]=[N:31]/[O:32][CH3:33])=[CH:27][C:28]=2[CH3:29])=[O:23])=[N:4][CH:5]=[CH:6][CH:7]=1. (2) Given the reactants [Cl:1][C:2]1[CH:7]=[CH:6][C:5]([C:8]([CH3:21])([CH2:13][C:14]([O:16][C:17]([CH3:20])([CH3:19])[CH3:18])=[O:15])[C:9]([O:11]C)=[O:10])=[CH:4][CH:3]=1.O.[OH-].[Li+].O1CCCC1.O, predict the reaction product. The product is: [C:17]([O:16][C:14](=[O:15])[CH2:13][C:8]([C:5]1[CH:6]=[CH:7][C:2]([Cl:1])=[CH:3][CH:4]=1)([CH3:21])[C:9]([OH:11])=[O:10])([CH3:18])([CH3:19])[CH3:20].